From a dataset of Full USPTO retrosynthesis dataset with 1.9M reactions from patents (1976-2016). Predict the reactants needed to synthesize the given product. (1) Given the product [CH2:32]([CH:30]([N:20]1[CH2:21][CH2:22][CH:18]([NH:17][C:15]([NH:14][C:12]2[C:11]3[C:6](=[CH:7][CH:8]=[CH:9][CH:10]=3)[N:5]=[C:4]([CH3:3])[CH:13]=2)=[O:16])[CH2:19]1)[CH2:23][C:24]1[CH:29]=[CH:28][CH:27]=[CH:26][CH:25]=1)[C:33]1[CH:38]=[CH:37][CH:36]=[CH:35][CH:34]=1, predict the reactants needed to synthesize it. The reactants are: Cl.Cl.[CH3:3][C:4]1[CH:13]=[C:12]([NH:14][C:15]([NH:17][CH:18]2[CH2:22][CH2:21][NH:20][CH2:19]2)=[O:16])[C:11]2[C:6](=[CH:7][CH:8]=[CH:9][CH:10]=2)[N:5]=1.[CH2:23]([C:30]([CH2:32][C:33]1[CH:38]=[CH:37][CH:36]=[CH:35][CH:34]=1)=O)[C:24]1[CH:29]=[CH:28][CH:27]=[CH:26][CH:25]=1. (2) Given the product [CH3:28][N:22]([CH:23]1[CH2:27][CH2:26][O:25][CH2:24]1)[S:19]([NH:18][C:15]1[CH:16]=[CH:17][C:10]2[CH:9]=[CH:8][C:5]3=[N:6][CH:7]=[C:2]([C:33]4[CH:32]=[N:31][N:30]([CH3:29])[CH:34]=4)[CH:3]=[C:4]3[C:12](=[O:13])[C:11]=2[CH:14]=1)(=[O:21])=[O:20], predict the reactants needed to synthesize it. The reactants are: Cl[C:2]1[CH:3]=[C:4]2[C:12](=[O:13])[C:11]3[CH:14]=[C:15]([NH:18][S:19]([N:22]([CH3:28])[CH:23]4[CH2:27][CH2:26][O:25][CH2:24]4)(=[O:21])=[O:20])[CH:16]=[CH:17][C:10]=3[CH:9]=[CH:8][C:5]2=[N:6][CH:7]=1.[CH3:29][N:30]1[CH:34]=[C:33](B2OC(C)(C)C(C)(C)O2)[CH:32]=[N:31]1.[F-].[K+]. (3) Given the product [F:17][C:18]1[CH:23]=[C:22]([F:24])[CH:21]=[CH:20][C:19]=1[NH:25][C:26]([NH:1][C:2]1[CH:7]=[CH:6][CH:5]=[C:4]([C:8]2[C:9]([CH3:16])([CH3:15])[CH2:10][C:11](=[O:14])[NH:12][N:13]=2)[CH:3]=1)=[O:27], predict the reactants needed to synthesize it. The reactants are: [NH2:1][C:2]1[CH:3]=[C:4]([C:8]2[C:9]([CH3:16])([CH3:15])[CH2:10][C:11](=[O:14])[NH:12][N:13]=2)[CH:5]=[CH:6][CH:7]=1.[F:17][C:18]1[CH:23]=[C:22]([F:24])[CH:21]=[CH:20][C:19]=1[N:25]=[C:26]=[O:27].[N-]=C=O. (4) Given the product [C:17]([O:16][C:14]([NH:1][C:2]1[CH:10]=[CH:9][C:5]([C:6]([OH:8])=[O:7])=[C:4]([F:11])[CH:3]=1)=[O:15])([CH3:20])([CH3:19])[CH3:18], predict the reactants needed to synthesize it. The reactants are: [NH2:1][C:2]1[CH:10]=[CH:9][C:5]([C:6]([OH:8])=[O:7])=[C:4]([F:11])[CH:3]=1.[OH-].[Na+].[C:14](O[C:14]([O:16][C:17]([CH3:20])([CH3:19])[CH3:18])=[O:15])([O:16][C:17]([CH3:20])([CH3:19])[CH3:18])=[O:15]. (5) Given the product [CH3:19][C:17]([CH3:18])([CH3:20])[C:16]([N:5]1[CH2:4][C@H:3]([NH:2][C:28](=[O:29])[CH2:27][C:26]([NH:25][CH2:24][C:23]([F:36])([F:22])[C:32]([F:33])([F:35])[F:34])=[O:31])[C:9](=[O:10])[N:8]([CH3:11])[C:7]2[CH:12]=[CH:13][CH:14]=[CH:15][C:6]1=2)=[O:21], predict the reactants needed to synthesize it. The reactants are: Cl.[NH2:2][C@@H:3]1[C:9](=[O:10])[N:8]([CH3:11])[C:7]2[CH:12]=[CH:13][CH:14]=[CH:15][C:6]=2[N:5]([C:16](=[O:21])[C:17]([CH3:20])([CH3:19])[CH3:18])[CH2:4]1.[F:22][C:23]([F:36])([C:32]([F:35])([F:34])[F:33])[CH2:24][NH:25][C:26](=[O:31])[CH2:27][C:28](O)=[O:29]. (6) The reactants are: [OH:1][CH2:2][C:3]1[CH:4]=[C:5]([S:9]([N:12]([CH2:21][O:22][CH2:23][CH2:24][Si:25]([CH3:28])([CH3:27])[CH3:26])[CH2:13][O:14][CH2:15][CH2:16][Si:17]([CH3:20])([CH3:19])[CH3:18])(=[O:11])=[O:10])[CH:6]=[CH:7][CH:8]=1.[H-].[Na+].CS(O[CH2:36][CH2:37][O:38][CH2:39][CH2:40][CH2:41][CH2:42][CH2:43][CH2:44][N:45]1[CH2:49][C@@H:48]([C:50]2[CH:61]=[CH:60][C:53]3[O:54][C:55]([CH3:59])([CH3:58])[O:56][CH2:57][C:52]=3[CH:51]=2)[O:47][C:46]1=[O:62])(=O)=O.P([O-])([O-])([O-])=O. Given the product [CH3:58][C:55]1([CH3:59])[O:54][C:53]2[CH:60]=[CH:61][C:50]([C@H:48]3[O:47][C:46](=[O:62])[N:45]([CH2:44][CH2:43][CH2:42][CH2:41][CH2:40][CH2:39][O:38][CH2:37][CH2:36][O:1][CH2:2][C:3]4[CH:4]=[C:5]([S:9]([N:12]([CH2:21][O:22][CH2:23][CH2:24][Si:25]([CH3:28])([CH3:27])[CH3:26])[CH2:13][O:14][CH2:15][CH2:16][Si:17]([CH3:19])([CH3:20])[CH3:18])(=[O:11])=[O:10])[CH:6]=[CH:7][CH:8]=4)[CH2:49]3)=[CH:51][C:52]=2[CH2:57][O:56]1, predict the reactants needed to synthesize it.